Dataset: Reaction yield outcomes from USPTO patents with 853,638 reactions. Task: Predict the reaction yield, written as a fraction of the theoretical maximum amount of product (1.0 means a 100% yield; for example, 0.34 means a 34% yield). The reactants are C(O[C:4]([C:6]1[C:7](=[O:23])[NH:8][C:9]2[C:14]([C:15]=1[C:16]1[CH:21]=[CH:20][CH:19]=[CH:18][CH:17]=1)=[CH:13][C:12](Cl)=[CH:11][CH:10]=2)=[O:5])C.Cl.[O:25]1[CH2:30]COCC1. The catalyst is O. The product is [CH3:14][C:9]1[CH:10]=[C:4]([C:6]2[C:7](=[O:23])[NH:8][C:9]3[C:14]([C:15]=2[C:16]2[CH:17]=[CH:18][CH:19]=[CH:20][CH:21]=2)=[CH:13][C:12]([CH:30]=[O:25])=[CH:11][CH:10]=3)[O:5][N:8]=1. The yield is 0.780.